Dataset: Reaction yield outcomes from USPTO patents with 853,638 reactions. Task: Predict the reaction yield, written as a fraction of the theoretical maximum amount of product (1.0 means a 100% yield; for example, 0.34 means a 34% yield). The reactants are [CH3:1][N:2]1[CH2:7][CH2:6][NH:5][CH2:4][CH2:3]1.Br[C:9]1[CH:10]=[C:11]([N+:16]([O-:18])=[O:17])[C:12]([CH3:15])=[N:13][CH:14]=1.C1(P(C2C=CC=CC=2)C2C3OC4C(=CC=CC=4P(C4C=CC=CC=4)C4C=CC=CC=4)C(C)(C)C=3C=CC=2)C=CC=CC=1.C(=O)([O-])[O-].[Cs+].[Cs+]. The catalyst is O1CCOCC1.C1C=CC(/C=C/C(/C=C/C2C=CC=CC=2)=O)=CC=1.C1C=CC(/C=C/C(/C=C/C2C=CC=CC=2)=O)=CC=1.C1C=CC(/C=C/C(/C=C/C2C=CC=CC=2)=O)=CC=1.[Pd].[Pd]. The product is [CH3:1][N:2]1[CH2:7][CH2:6][N:5]([C:9]2[CH:14]=[N:13][C:12]([CH3:15])=[C:11]([N+:16]([O-:18])=[O:17])[CH:10]=2)[CH2:4][CH2:3]1. The yield is 0.710.